This data is from Catalyst prediction with 721,799 reactions and 888 catalyst types from USPTO. The task is: Predict which catalyst facilitates the given reaction. Reactant: [CH2:1]1[C:7]2[CH:8]=[CH:9][CH:10]=[CH:11][C:6]=2[CH2:5][CH2:4][N:3]([CH:12]=[O:13])[CH2:2]1.[C:14](Cl)(=[O:16])[CH3:15].[Cl-].[Al+3].[Cl-].[Cl-]. Product: [C:14]([C:10]1[CH:9]=[CH:8][C:7]2[CH2:1][CH2:2][N:3]([CH:12]=[O:13])[CH2:4][CH2:5][C:6]=2[CH:11]=1)(=[O:16])[CH3:15]. The catalyst class is: 68.